From a dataset of Forward reaction prediction with 1.9M reactions from USPTO patents (1976-2016). Predict the product of the given reaction. (1) Given the reactants I[C:2]1[C:3]([CH2:19]C(C)C)=[CH:4][C:5]2[C:9]3C=CC=CC=3O[C:6]=2[C:14]=1[CH2:15][CH:16]([CH3:18])[CH3:17].[CH2:23]([Li])[CH2:24][CH2:25][CH3:26].CO[B:30]([O:33]C)[O:31]C.Cl.[CH2:36]1[CH2:40][O:39][CH2:38][CH2:37]1, predict the reaction product. The product is: [CH2:15]([C:14]1[C:37]2[C:36]3[CH:23]=[CH:24][CH:25]=[CH:26][C:40]=3[O:39][C:38]=2[CH:19]=[C:3]([CH2:4][CH:5]([CH3:9])[CH3:6])[C:2]=1[B:30]([OH:31])[OH:33])[CH:16]([CH3:18])[CH3:17]. (2) The product is: [CH3:1][N:2]1[C:6]2[CH:7]=[C:8]([Sn:20]([CH2:22][CH2:23][CH2:24][CH3:25])([CH2:26][CH2:27][CH2:28][CH3:29])[CH2:16][CH2:17][CH2:18][CH3:19])[S:9][C:5]=2[C:4]([CH3:10])=[N:3]1. Given the reactants [CH3:1][N:2]1[C:6]2[CH:7]=[CH:8][S:9][C:5]=2[C:4]([CH3:10])=[N:3]1.C([Li])CCC.[CH2:16]([Sn:20]([CH2:26][CH2:27][CH2:28][CH3:29])([CH2:22][CH2:23][CH2:24][CH3:25])Cl)[CH2:17][CH2:18][CH3:19], predict the reaction product. (3) Given the reactants Br[C:2]1[C:11]([O:12][CH2:13][CH3:14])=[CH:10][C:5]([C:6]([O:8][CH3:9])=[O:7])=[CH:4][C:3]=1[O:15][CH2:16][CH3:17].[CH3:18][N:19]1[CH:23]=[C:22](B2OC(C)(C)C(C)(C)O2)[CH:21]=[N:20]1.P([O-])([O-])([O-])=O.[K+].[K+].[K+].O, predict the reaction product. The product is: [CH2:16]([O:15][C:3]1[CH:4]=[C:5]([CH:10]=[C:11]([O:12][CH2:13][CH3:14])[C:2]=1[C:22]1[CH:21]=[N:20][N:19]([CH3:18])[CH:23]=1)[C:6]([O:8][CH3:9])=[O:7])[CH3:17]. (4) Given the reactants Cl.[CH:2]1([C:5](=[NH:7])[NH2:6])[CH2:4][CH2:3]1.Br[C:9]1[C:10](=O)[CH2:11][CH2:12][C:13]=1[O:14]C.C(=O)([O-])[O-].[K+].[K+], predict the reaction product. The product is: [CH:2]1([C:5]2[NH:6][C:10]3[CH2:11][CH2:12][C:13](=[O:14])[C:9]=3[N:7]=2)[CH2:4][CH2:3]1. (5) Given the reactants Cl[C:2]1[C:11]([C:12]([OH:14])=[O:13])=[CH:10][C:9]2[C:4](=[CH:5][CH:6]=[C:7]([Cl:15])[CH:8]=2)[N:3]=1.[NH2:16][C:17]1[CH:28]=[CH:27][C:20]([CH2:21][CH:22]([C:24]([OH:26])=[O:25])[NH2:23])=[CH:19][CH:18]=1, predict the reaction product. The product is: [NH2:16][C:17]1[CH:18]=[CH:19][C:20]([CH2:21][CH:22]([NH:23][C:2]2[C:11]([C:12]([OH:14])=[O:13])=[CH:10][C:9]3[C:4](=[CH:5][CH:6]=[C:7]([Cl:15])[CH:8]=3)[N:3]=2)[C:24]([OH:26])=[O:25])=[CH:27][CH:28]=1. (6) Given the reactants [F:1][C:2]1[CH:3]=[C:4]([C:15](=[O:29])SCCCCCCCCCCCC)[CH:5]=[N:6][C:7]=1[C:8]1[CH:13]=[CH:12][C:11]([OH:14])=[CH:10][CH:9]=1.[NH3:30].Cl, predict the reaction product. The product is: [F:1][C:2]1[C:7]([C:8]2[CH:13]=[CH:12][C:11]([OH:14])=[CH:10][CH:9]=2)=[N:6][CH:5]=[C:4]([CH:3]=1)[C:15]([NH2:30])=[O:29]. (7) The product is: [C:50]1([CH:23]([C:17]2[CH:18]=[CH:19][CH:20]=[CH:21][CH:22]=2)[CH2:24][CH2:25][O:26][C:27]([C:28]2[C:29]([C:30]3[CH:35]=[CH:34][CH:33]=[C:32]([Cl:36])[CH:31]=3)=[N:9][C:2]([C:3]3[CH:8]=[CH:7][CH:6]=[CH:5][CH:4]=3)=[N:10][C:37]=2[CH2:38][O:39][CH2:40][CH2:41][CH2:42][CH2:43][CH2:44][CH2:45][CH2:46][CH3:47])=[O:49])[CH:51]=[CH:52][CH:53]=[CH:54][CH:55]=1. Given the reactants Cl.[C:2]([NH2:10])(=[NH:9])[C:3]1[CH:8]=[CH:7][CH:6]=[CH:5][CH:4]=1.C(=O)([O-])[O-].[K+].[K+].[C:17]1([CH:23]([C:50]2[CH:55]=[CH:54][CH:53]=[CH:52][CH:51]=2)[CH2:24][CH2:25][O:26][C:27](=[O:49])[C:28]([C:37](=O)[CH2:38][O:39][CH2:40][CH2:41][CH:42]2[CH2:47][CH2:46][CH2:45][CH2:44][CH2:43]2)=[CH:29][C:30]2[CH:35]=[CH:34][CH:33]=[C:32]([Cl:36])[CH:31]=2)[CH:22]=[CH:21][CH:20]=[CH:19][CH:18]=1, predict the reaction product. (8) Given the reactants C([Si](C)(C)[O:6][C:7]1[C:12]([CH3:13])=[CH:11][C:10]([CH:14]2[C:22]3[C:17](=[CH:18][CH:19]=[CH:20][CH:21]=3)[N:16]([CH2:23][C:24]3[CH:29]=[CH:28][CH:27]=[CH:26][C:25]=3[Cl:30])[C:15]2=[O:31])=[CH:9][C:8]=1[CH3:32])(C)(C)C.C[Si]([N-][Si](C)(C)C)(C)C.[K+].Br[CH2:46][CH2:47][CH2:48][O:49][Si](C(C)(C)C)(C)C.CCCC[N+](CCCC)(CCCC)CCCC.[F-], predict the reaction product. The product is: [Cl:30][C:25]1[CH:26]=[CH:27][CH:28]=[CH:29][C:24]=1[CH2:23][N:16]1[C:17]2[C:22](=[CH:21][CH:20]=[CH:19][CH:18]=2)[C:14]([C:10]2[CH:11]=[C:12]([CH3:13])[C:7]([OH:6])=[C:8]([CH3:32])[CH:9]=2)([CH2:46][CH2:47][CH2:48][OH:49])[C:15]1=[O:31]. (9) Given the reactants C1(C)C=CC(S(O)(=O)=O)=CC=1.[CH2:12]([O:19][CH2:20][CH:21]1[CH2:24][C:23](=[O:25])[CH2:22]1)[C:13]1[CH:18]=[CH:17][CH:16]=[CH:15][CH:14]=1.[CH2:26](O)[CH2:27][OH:28].O, predict the reaction product. The product is: [CH2:12]([O:19][CH2:20][CH:21]1[CH2:24][C:23]2([O:28][CH2:27][CH2:26][O:25]2)[CH2:22]1)[C:13]1[CH:18]=[CH:17][CH:16]=[CH:15][CH:14]=1. (10) Given the reactants O=P12OP3(OP(OP(O3)(O1)=O)(=O)O2)=O.[C:15](O)(=[O:23])[C:16]1[C:17](=[CH:19][CH:20]=[CH:21][CH:22]=1)[SH:18].[C:25]1([CH:33]=[C:31]([OH:32])[CH:30]=[C:28]([OH:29])[CH:27]=1)O, predict the reaction product. The product is: [OH:32][C:31]1[C:33]2[C:15](=[O:23])[C:16]3[C:17](=[CH:19][CH:20]=[CH:21][CH:22]=3)[S:18][C:25]=2[CH:27]=[C:28]([OH:29])[CH:30]=1.